Predict which catalyst facilitates the given reaction. From a dataset of Catalyst prediction with 721,799 reactions and 888 catalyst types from USPTO. (1) Product: [CH3:34][C:35]1[CH:40]=[C:39]([CH2:41][CH2:42][N:48]2[C:44](=[O:54])[C:45]3[C:46](=[CH:50][CH:51]=[CH:52][CH:53]=3)[C:47]2=[O:49])[CH:38]=[CH:37][N:36]=1. Reactant: C1(P(C2C=CC=CC=2)C2C=CC=CC=2)C=CC=CC=1.CC(OC(/N=N/C(OC(C)C)=O)=O)C.[CH3:34][C:35]1[CH:40]=[C:39]([CH2:41][CH2:42]O)[CH:38]=[CH:37][N:36]=1.[C:44]1(=[O:54])[NH:48][C:47](=[O:49])[C:46]2=[CH:50][CH:51]=[CH:52][CH:53]=[C:45]12. The catalyst class is: 7. (2) Reactant: Br[C:2]1[N:6]([S:7]([C:10]2[CH:15]=[CH:14][CH:13]=[C:12]([Cl:16])[CH:11]=2)(=[O:9])=[O:8])[CH:5]=[C:4]([CH2:17][N:18]([CH3:26])[C:19](=[O:25])[O:20][C:21]([CH3:24])([CH3:23])[CH3:22])[CH:3]=1.[F:27][C:28]1[CH:33]=[CH:32][C:31](B(O)O)=[CH:30][CH:29]=1.C(=O)([O-])[O-].[Na+].[Na+]. Product: [Cl:16][C:12]1[CH:11]=[C:10]([S:7]([N:6]2[C:2]([C:31]3[CH:32]=[CH:33][C:28]([F:27])=[CH:29][CH:30]=3)=[CH:3][C:4]([CH2:17][N:18]([CH3:26])[C:19](=[O:25])[O:20][C:21]([CH3:24])([CH3:23])[CH3:22])=[CH:5]2)(=[O:9])=[O:8])[CH:15]=[CH:14][CH:13]=1. The catalyst class is: 73. (3) Reactant: [Cl:1][C:2]1[CH:3]=[C:4]([C:9]2([C:30]([F:33])([F:32])[F:31])[O:13][N:12]=[C:11]([C:14]3[CH:28]=[CH:27][C:17]([C:18]([NH:20][CH2:21][CH:22](OC)OC)=[O:19])=[C:16]([CH3:29])[CH:15]=3)[CH2:10]2)[CH:5]=[C:6]([Cl:8])[CH:7]=1.Cl.[CH3:35][O:36][NH2:37]. Product: [Cl:1][C:2]1[CH:3]=[C:4]([C:9]2([C:30]([F:33])([F:32])[F:31])[O:13][N:12]=[C:11]([C:14]3[CH:28]=[CH:27][C:17]([C:18]([NH:20][CH2:21][CH:22]=[N:37][O:36][CH3:35])=[O:19])=[C:16]([CH3:29])[CH:15]=3)[CH2:10]2)[CH:5]=[C:6]([Cl:8])[CH:7]=1. The catalyst class is: 13. (4) Reactant: [Si]([O:8][CH:9]1[C:17]2[C:12](=[CH:13][C:14]([C:18]3[S:19][CH:20]=[CH:21][N:22]=3)=[CH:15][CH:16]=2)[CH2:11][CH2:10]1)(C(C)(C)C)(C)C.[F-].C([N+](CCCC)(CCCC)CCCC)CCC. Product: [S:19]1[CH:20]=[CH:21][N:22]=[C:18]1[C:14]1[CH:13]=[C:12]2[C:17](=[CH:16][CH:15]=1)[CH:9]([OH:8])[CH2:10][CH2:11]2. The catalyst class is: 7. (5) Reactant: [Cl:1][C:2]1[CH:7]=[C:6]([N+:8]([O-])=O)[CH:5]=[CH:4][C:3]=1[O:11][C:12]1[CH:17]=[CH:16][CH:15]=[C:14]([S:18]([CH2:21][C:22]([CH3:25])([CH3:24])[CH3:23])(=[O:20])=[O:19])[CH:13]=1.[Cl-].[Ca+2].[Cl-].O. Product: [Cl:1][C:2]1[CH:7]=[C:6]([CH:5]=[CH:4][C:3]=1[O:11][C:12]1[CH:17]=[CH:16][CH:15]=[C:14]([S:18]([CH2:21][C:22]([CH3:25])([CH3:24])[CH3:23])(=[O:20])=[O:19])[CH:13]=1)[NH2:8]. The catalyst class is: 8. (6) The catalyst class is: 60. Product: [CH3:10][C:3]1[CH:4]=[C:5]([CH:8]=[CH:9][C:2]=1[N:21]1[C:22]2=[N:23][CH:24]=[CH:25][C:26]([C:28]3[CH:29]=[N:30][C:31]4[C:36]([CH:37]=3)=[CH:35][CH:34]=[CH:33][CH:32]=4)=[C:27]2[C:19]([C:18]([F:17])([F:39])[F:38])=[N:20]1)[C:6]#[N:7]. Reactant: F[C:2]1[CH:9]=[CH:8][C:5]([C:6]#[N:7])=[CH:4][C:3]=1[CH3:10].C(=O)([O-])[O-].[Cs+].[Cs+].[F:17][C:18]([F:39])([F:38])[C:19]1[C:27]2[C:22](=[N:23][CH:24]=[CH:25][C:26]=2[C:28]2[CH:29]=[N:30][C:31]3[C:36]([CH:37]=2)=[CH:35][CH:34]=[CH:33][CH:32]=3)[NH:21][N:20]=1.O. (7) Reactant: C1(P(C2C=CC=CC=2)C2C=CC=CC=2)C=CC=CC=1.[N:20]([CH2:23][C:24]1[CH:29]=[CH:28][C:27]([C:30]2[CH2:34][C:33]([C:36]([F:39])([F:38])[F:37])([OH:35])[O:32][N:31]=2)=[CH:26][CH:25]=1)=[N+]=[N-]. Product: [NH2:20][CH2:23][C:24]1[CH:29]=[CH:28][C:27]([C:30]2[CH2:34][C:33]([C:36]([F:38])([F:39])[F:37])([OH:35])[O:32][N:31]=2)=[CH:26][CH:25]=1. The catalyst class is: 20. (8) Reactant: Br[C:2]1[N:3]=[C:4]([NH2:16])[C:5]2[N:6]([N:8]=[C:9]([C:11]3[O:12][CH:13]=[CH:14][CH:15]=3)[N:10]=2)[CH:7]=1.[CH3:17][Si:18]([C:21]#[CH:22])([CH3:20])[CH3:19]. Product: [O:12]1[CH:13]=[CH:14][CH:15]=[C:11]1[C:9]1[N:10]=[C:5]2[C:4]([NH2:16])=[N:3][C:2]([C:22]#[C:21][Si:18]([CH3:20])([CH3:19])[CH3:17])=[CH:7][N:6]2[N:8]=1. The catalyst class is: 700.